This data is from Catalyst prediction with 721,799 reactions and 888 catalyst types from USPTO. The task is: Predict which catalyst facilitates the given reaction. The catalyst class is: 28. Product: [ClH:1].[ClH:1].[CH3:22][N:3]([CH3:2])[C@@H:4]1[CH2:13][CH2:12][C:11]2[C:6](=[CH:7][CH:8]=[CH:9][C:10]=2[C:14]2[C:15]([CH3:21])=[N:16][N:17]([CH3:20])[C:18]=2[CH3:19])[CH2:5]1. Reactant: [ClH:1].[CH3:2][N:3]([CH3:22])[C@@H:4]1[CH2:13][CH2:12][C:11]2[C:6](=[CH:7][CH:8]=[CH:9][C:10]=2[C:14]2[C:15]([CH3:21])=[N:16][N:17]([CH3:20])[C:18]=2[CH3:19])[CH2:5]1.